Dataset: Forward reaction prediction with 1.9M reactions from USPTO patents (1976-2016). Task: Predict the product of the given reaction. (1) Given the reactants [Br:1][C:2]1[CH:3]=[C:4]([F:10])[C:5]([F:9])=[C:6]([OH:8])[CH:7]=1.C([O-])([O-])=O.[K+].[K+].[CH2:17](Br)[C:18]1[CH:23]=[CH:22][CH:21]=[CH:20][CH:19]=1.CCN(CC)CC, predict the reaction product. The product is: [Br:1][C:2]1[CH:7]=[C:6]([O:8][CH2:17][C:18]2[CH:23]=[CH:22][CH:21]=[CH:20][CH:19]=2)[C:5]([F:9])=[C:4]([F:10])[CH:3]=1. (2) Given the reactants C(OC([Cl:6])=O)C.[CH2:7]([NH:9][C:10]([CH:12]1[CH2:15][C:14]([F:29])([C:16]2[CH:21]=[CH:20][C:19]([CH2:22]N3CCCC3)=[C:18]([F:28])[CH:17]=2)[CH2:13]1)=[O:11])[CH3:8], predict the reaction product. The product is: [CH2:7]([NH:9][C:10]([CH:12]1[CH2:15][C:14]([C:16]2[CH:21]=[CH:20][C:19]([CH2:22][Cl:6])=[C:18]([F:28])[CH:17]=2)([F:29])[CH2:13]1)=[O:11])[CH3:8]. (3) The product is: [F:1][C:2]1[CH:3]=[CH:4][C:5]([CH2:8][C:9]2[CH:18]=[C:17]3[C:12]([C:13]([OH:34])=[C:14]([C:29]([NH:40][CH:38]([CH3:39])[CH2:37][O:36][CH3:35])=[O:30])[C:15](=[O:28])[N:16]3[CH2:19][C:20]([N:22]3[CH2:23][CH2:24][O:25][CH2:26][CH2:27]3)=[O:21])=[N:11][CH:10]=2)=[CH:6][CH:7]=1. Given the reactants [F:1][C:2]1[CH:7]=[CH:6][C:5]([CH2:8][C:9]2[CH:18]=[C:17]3[C:12]([C:13]([OH:34])=[C:14]([C:29](OCC)=[O:30])[C:15](=[O:28])[N:16]3[CH2:19][C:20]([N:22]3[CH2:27][CH2:26][O:25][CH2:24][CH2:23]3)=[O:21])=[N:11][CH:10]=2)=[CH:4][CH:3]=1.[CH3:35][O:36][CH2:37][CH:38]([NH2:40])[CH3:39], predict the reaction product.